This data is from Reaction yield outcomes from USPTO patents with 853,638 reactions. The task is: Predict the reaction yield, written as a fraction of the theoretical maximum amount of product (1.0 means a 100% yield; for example, 0.34 means a 34% yield). (1) The reactants are [N:1]1[CH:6]=[CH:5][CH:4]=[C:3](/[C:7](/[CH3:14])=[CH:8]/[C:9]([O:11][CH2:12][CH3:13])=[O:10])[CH:2]=1. The product is [N:1]1[CH:6]=[CH:5][CH:4]=[C:3]([CH:7]([CH3:14])[CH2:8][C:9]([O:11][CH2:12][CH3:13])=[O:10])[CH:2]=1. The catalyst is [Pd].CCO. The yield is 1.00. (2) The reactants are [CH2:1]([C:3](=[CH:6][CH2:7][C:8]1[C:9]([O:21][CH2:22][CH2:23][Si:24]([CH3:27])([CH3:26])[CH3:25])=[C:10]2[C:14](=[C:15]([CH3:19])[C:16]=1[O:17][CH3:18])[CH2:13][O:12][C:11]2=[O:20])[CH:4]=[O:5])[CH3:2].[Li+].[BH4-]. The catalyst is CO.C1COCC1. The product is [OH:5][CH2:4][C:3]([CH2:1][CH3:2])=[CH:6][CH2:7][C:8]1[C:9]([O:21][CH2:22][CH2:23][Si:24]([CH3:25])([CH3:27])[CH3:26])=[C:10]2[C:14]([CH2:13][O:12][C:11]2=[O:20])=[C:15]([CH3:19])[C:16]=1[O:17][CH3:18]. The yield is 0.730. (3) The reactants are [C:1]1([CH2:7][CH2:8][CH2:9][C:10]([OH:12])=[O:11])[CH:6]=[CH:5][CH:4]=[CH:3][CH:2]=1.O[N:14]1[C:18](=[O:19])[CH2:17][CH2:16][C:15]1=[O:20].C1(N=C=NC2CCCCC2)CCCCC1. The catalyst is C(#N)C. The product is [O:20]=[C:15]1[CH2:16][CH2:17][C:18](=[O:19])[N:14]1[O:11][C:10](=[O:12])[CH2:9][CH2:8][CH2:7][C:1]1[CH:6]=[CH:5][CH:4]=[CH:3][CH:2]=1. The yield is 0.720. (4) The reactants are Br[C:2]1[CH:3]=[N:4][C:5]2[CH:6]([NH:11][C:12]([C:14]3([NH:17][C:18](=[O:23])[C:19]([F:22])([F:21])[F:20])[CH2:16][CH2:15]3)=[O:13])[CH2:7][CH2:8][C:9]=2[CH:10]=1.C([O-])(=O)C.[K+].CC1(C)C(C)(C)OB(B2OC(C)(C)C(C)(C)O2)O1.C(=O)([O-])[O-].[K+].[K+].Br[C:54]1[CH:59]=[C:58]([Cl:60])[CH:57]=[C:56]([F:61])[C:55]=1[C:62]1[N:66]=[C:65]([CH3:67])[O:64][N:63]=1. The catalyst is CS(C)=O.O.[Pd](Cl)Cl. The product is [Cl:60][C:58]1[CH:57]=[C:56]([F:61])[C:55]([C:62]2[N:66]=[C:65]([CH3:67])[O:64][N:63]=2)=[C:54]([C:2]2[CH:3]=[N:4][C:5]3[CH:6]([NH:11][C:12]([C:14]4([NH:17][C:18](=[O:23])[C:19]([F:22])([F:21])[F:20])[CH2:16][CH2:15]4)=[O:13])[CH2:7][CH2:8][C:9]=3[CH:10]=2)[CH:59]=1. The yield is 0.500. (5) The reactants are [C:1]([O:5][C:6]([N:8]1[CH2:15][CH2:14][CH2:13][C@H:9]1[C:10]([OH:12])=O)=[O:7])([CH3:4])([CH3:3])[CH3:2].C(N1C=CN=C1)(N1C=CN=C1)=O.[NH2:28][C:29]1[S:30][CH:31]=[CH:32][N:33]=1.O. The catalyst is C(Cl)Cl. The product is [S:30]1[CH:31]=[CH:32][N:33]=[C:29]1[NH:28][C:10]([C@@H:9]1[CH2:13][CH2:14][CH2:15][N:8]1[C:6]([O:5][C:1]([CH3:2])([CH3:3])[CH3:4])=[O:7])=[O:12]. The yield is 0.723. (6) The reactants are Cl.[CH3:2][CH:3]1[CH2:8][C:7](=[O:9])[CH2:6][CH:5]([CH3:10])[NH:4]1.O1CCOCC1.C(=O)(O)[O-].[Na+].[CH3:22][C:23]([O:26][C:27](O[C:27]([O:26][C:23]([CH3:25])([CH3:24])[CH3:22])=[O:28])=[O:28])([CH3:25])[CH3:24]. The catalyst is O. The product is [C:23]([O:26][C:27]([N:4]1[CH:5]([CH3:10])[CH2:6][C:7](=[O:9])[CH2:8][CH:3]1[CH3:2])=[O:28])([CH3:25])([CH3:24])[CH3:22]. The yield is 0.520. (7) The reactants are [BH4-].[Na+].[Br:3][C:4]1[CH:9]=[CH:8][C:7]([NH:10][C:11]2[C:12](=[CH:16][CH:17]=[CH:18][C:19]=2[N+:20]([O-])=O)[C:13]([OH:15])=[O:14])=[CH:6][CH:5]=1. The catalyst is [OH-].[Na+]. The product is [Br:3][C:4]1[CH:9]=[C:8]2[C:7](=[CH:6][CH:5]=1)[N:10]=[C:11]1[C:19]([CH:18]=[CH:17][CH:16]=[C:12]1[C:13]([OH:15])=[O:14])=[N:20]2. The yield is 0.600. (8) The reactants are Cl.[Br:2][C:3]1[CH:8]=[CH:7][C:6]([N:9]2[CH2:14][CH2:13][NH:12][CH2:11][CH2:10]2)=[CH:5][CH:4]=1.[C:15]([O:19][C:20](=[O:30])[CH:21]([CH2:25][S:26](Cl)(=[O:28])=[O:27])[CH:22]([CH3:24])[CH3:23])([CH3:18])([CH3:17])[CH3:16].C(N(CC)CC)C. The catalyst is ClCCl. The product is [C:15]([O:19][C:20](=[O:30])[CH:21]([CH2:25][S:26]([N:12]1[CH2:13][CH2:14][N:9]([C:6]2[CH:5]=[CH:4][C:3]([Br:2])=[CH:8][CH:7]=2)[CH2:10][CH2:11]1)(=[O:27])=[O:28])[CH:22]([CH3:24])[CH3:23])([CH3:17])([CH3:18])[CH3:16]. The yield is 0.790.